The task is: Predict the product of the given reaction.. This data is from Forward reaction prediction with 1.9M reactions from USPTO patents (1976-2016). The product is: [CH:1]([NH:6][C:7]1[CH:11]=[CH:10][S:9][C:8]=1[C:12]([O:14][CH3:15])=[O:13])=[O:3]. Given the reactants [C:1]([O-])(=[O:3])C.[NH4+].[NH2:6][C:7]1[CH:11]=[CH:10][S:9][C:8]=1[C:12]([O:14][CH3:15])=[O:13], predict the reaction product.